Dataset: Reaction yield outcomes from USPTO patents with 853,638 reactions. Task: Predict the reaction yield, written as a fraction of the theoretical maximum amount of product (1.0 means a 100% yield; for example, 0.34 means a 34% yield). (1) The reactants are O[CH2:2][CH:3]([C:7]1[S:8][C:9]([C:12]2[C:13]3[CH:20]=[CH:19][N:18](COCC[Si](C)(C)C)[C:14]=3[N:15]=[CH:16][N:17]=2)=[CH:10][N:11]=1)[CH2:4][C:5]#[N:6].CS(Cl)(=O)=O.[C-:34]#[N:35].[Na+]. The catalyst is C(Cl)Cl.O. The product is [N:15]1[C:14]2[NH:18][CH:19]=[CH:20][C:13]=2[C:12]([C:9]2[S:8][C:7]([CH:3]([CH2:2][C:34]#[N:35])[CH2:4][C:5]#[N:6])=[N:11][CH:10]=2)=[N:17][CH:16]=1. The yield is 0.0700. (2) The reactants are [ClH:1].O1CCOCC1.C(OC([NH:15][C:16]1[CH:21]=[CH:20][C:19]([NH:22][C:23]2[C:28]([Cl:29])=[CH:27][N:26]=[C:25]([Cl:30])[N:24]=2)=[CH:18][C:17]=1[CH2:31][CH2:32][C:33]1[CH:34]=[C:35]([NH:39]C(=O)OC(C)(C)C)[CH:36]=[N:37][CH:38]=1)=O)(C)(C)C. The catalyst is CO. The product is [ClH:29].[ClH:1].[ClH:29].[NH2:39][C:35]1[CH:34]=[C:33]([CH2:32][CH2:31][C:17]2[CH:18]=[C:19]([NH:22][C:23]3[C:28]([Cl:29])=[CH:27][N:26]=[C:25]([Cl:30])[N:24]=3)[CH:20]=[CH:21][C:16]=2[NH2:15])[CH:38]=[N:37][CH:36]=1. The yield is 0.730. (3) The reactants are [CH3:1][O:2][C:3](=[O:23])/[C:4](/[NH:12]C(OCC1C=CC=CC=1)=O)=[CH:5]/[CH2:6][C:7]([CH3:11])([CH3:10])[CH:8]=[CH2:9].[CH3:36][C:35]([O:34][C:32](O[C:32]([O:34][C:35]([CH3:38])([CH3:37])[CH3:36])=[O:33])=[O:33])([CH3:38])[CH3:37].[H][H]. The catalyst is [Pd].CO. The product is [CH3:1][O:2][C:3](=[O:23])[CH:4]([NH:12][C:32]([O:34][C:35]([CH3:36])([CH3:37])[CH3:38])=[O:33])[CH2:5][CH2:6][C:7]([CH3:10])([CH3:11])[CH2:8][CH3:9]. The yield is 0.790. (4) The reactants are [CH3:1][N:2]1[C:6]([C:7]([OH:9])=O)=[CH:5][CH:4]=[N:3]1.S(Cl)([Cl:12])=O. No catalyst specified. The product is [CH3:1][N:2]1[C:6]([C:7]([Cl:12])=[O:9])=[CH:5][CH:4]=[N:3]1. The yield is 0.510. (5) The reactants are Br[C:2]1[CH:3]=[CH:4][C:5]([O:8][CH3:9])=[N:6][CH:7]=1.[NH2:10][C:11]1[CH:12]=[CH:13][C:14]([O:17][CH3:18])=[N:15][CH:16]=1. No catalyst specified. The product is [CH3:9][O:8][C:5]1[N:6]=[CH:7][C:2]([NH:10][C:11]2[CH:16]=[N:15][C:14]([O:17][CH3:18])=[CH:13][CH:12]=2)=[CH:3][CH:4]=1. The yield is 0.640.